Regression. Given two drug SMILES strings and cell line genomic features, predict the synergy score measuring deviation from expected non-interaction effect. From a dataset of NCI-60 drug combinations with 297,098 pairs across 59 cell lines. Drug 1: CC1C(C(CC(O1)OC2CC(CC3=C2C(=C4C(=C3O)C(=O)C5=C(C4=O)C(=CC=C5)OC)O)(C(=O)C)O)N)O.Cl. Drug 2: C1=C(C(=O)NC(=O)N1)N(CCCl)CCCl. Cell line: NCI-H460. Synergy scores: CSS=42.6, Synergy_ZIP=-2.70, Synergy_Bliss=-1.58, Synergy_Loewe=-14.8, Synergy_HSA=1.06.